From a dataset of Full USPTO retrosynthesis dataset with 1.9M reactions from patents (1976-2016). Predict the reactants needed to synthesize the given product. (1) Given the product [ClH:1].[ClH:1].[NH2:23][CH2:22][C:14]1[N:13]=[C:12]([N:11]([C:4]2[CH:5]=[CH:6][C:7]([O:8][CH2:9][CH3:10])=[C:2]([Cl:1])[CH:3]=2)[CH3:34])[C:21]2[C:16](=[CH:17][CH:18]=[CH:19][CH:20]=2)[N:15]=1, predict the reactants needed to synthesize it. The reactants are: [Cl:1][C:2]1[CH:3]=[C:4]([N:11]([CH3:34])[C:12]2[C:21]3[C:16](=[CH:17][CH:18]=[CH:19][CH:20]=3)[N:15]=[C:14]([CH2:22][N:23]3C(=O)C4C(=CC=CC=4)C3=O)[N:13]=2)[CH:5]=[CH:6][C:7]=1[O:8][CH2:9][CH3:10].O.NN. (2) Given the product [CH3:31][S:32]([O:22][CH2:21][C@@H:13]1[C:14]2[C:19](=[CH:18][CH:17]=[CH:16][CH:15]=2)[CH2:20][C@H:12]1[NH:11][C:9]([C:7]1[NH:6][C:5]2[S:23][C:2]([Cl:1])=[CH:3][C:4]=2[CH:8]=1)=[O:10])(=[O:34])=[O:33], predict the reactants needed to synthesize it. The reactants are: [Cl:1][C:2]1[S:23][C:5]2[NH:6][C:7]([C:9]([NH:11][C@@H:12]3[CH2:20][C:19]4[C:14](=[CH:15][CH:16]=[CH:17][CH:18]=4)[C@H:13]3[CH2:21][OH:22])=[O:10])=[CH:8][C:4]=2[CH:3]=1.C(N(CC)CC)C.[CH3:31][S:32](Cl)(=[O:34])=[O:33]. (3) The reactants are: [OH:1][C:2]1[C:11]([C:12]#[N:13])=[CH:10][C:9]2[C:4](=[CH:5][CH:6]=[C:7]([C:14]#[N:15])[CH:8]=2)[CH:3]=1.[C:16](OC(=O)C)(=[O:18])[CH3:17].C(O)(=O)C. Given the product [C:16]([O:1][C:2]1[C:11]([C:12]#[N:13])=[CH:10][C:9]2[C:4](=[CH:5][CH:6]=[C:7]([C:14]#[N:15])[CH:8]=2)[CH:3]=1)(=[O:18])[CH3:17], predict the reactants needed to synthesize it. (4) Given the product [Cl:24][C:6]1[CH:5]=[C:4]([CH2:9][CH2:10][C:11]2[CH:16]=[CH:15][CH:14]=[C:13]([C:17]3[O:18][CH:19]=[CH:20][CH:21]=3)[CH:12]=2)[N:3]=[C:2]([NH2:1])[N:7]=1, predict the reactants needed to synthesize it. The reactants are: [NH2:1][C:2]1[NH:7][C:6](=O)[CH:5]=[C:4]([CH2:9][CH2:10][C:11]2[CH:16]=[CH:15][CH:14]=[C:13]([C:17]3[O:18][CH:19]=[CH:20][CH:21]=3)[CH:12]=2)[N:3]=1.P(Cl)(Cl)([Cl:24])=O. (5) Given the product [Cl:1][C:2]1[CH:17]=[C:16]([CH:15]=[CH:14][C:3]=1[O:4][C:5]1[CH:13]=[C:12]2[C:8]([CH:9]=[N:10][NH:11]2)=[CH:7][CH:6]=1)[NH2:18], predict the reactants needed to synthesize it. The reactants are: [Cl:1][C:2]1[CH:17]=[C:16]([N+:18]([O-])=O)[CH:15]=[CH:14][C:3]=1[O:4][C:5]1[CH:13]=[C:12]2[C:8]([CH:9]=[N:10][NH:11]2)=[CH:7][CH:6]=1.[Cl-].[Ca+2].[Cl-].O. (6) Given the product [NH2:46][C:43]1[N:44]=[CH:45][C:40]([C:19]2[N:20]=[C:21]([N:24]3[CH2:29][CH2:28][O:27][CH2:26][CH2:25]3)[C:22]3[S:23][C:15]([CH2:14][N:11]4[CH2:12][CH2:13][N:8]([C:6]([N:5]([CH2:4][CH2:3][O:2][CH3:1])[CH3:31])=[O:7])[CH2:9][CH2:10]4)=[CH:16][C:17]=3[N:18]=2)=[CH:41][N:42]=1, predict the reactants needed to synthesize it. The reactants are: [CH3:1][O:2][CH2:3][CH2:4][N:5]([CH3:31])[C:6]([N:8]1[CH2:13][CH2:12][N:11]([CH2:14][C:15]2[S:23][C:22]3[C:21]([N:24]4[CH2:29][CH2:28][O:27][CH2:26][CH2:25]4)=[N:20][C:19](Cl)=[N:18][C:17]=3[CH:16]=2)[CH2:10][CH2:9]1)=[O:7].CC1(C)C(C)(C)OB([C:40]2[CH:41]=[N:42][C:43]([NH2:46])=[N:44][CH:45]=2)O1. (7) Given the product [CH3:1][O:2][C:3](=[O:11])[CH:4]([CH:8]([CH3:9])[CH3:10])[C:5]([NH:7][C:32](=[O:33])[C:21]1[CH:20]=[CH:19][CH:24]=[CH:23][C:22]=1[O:25][CH3:26])=[CH2:6], predict the reactants needed to synthesize it. The reactants are: [CH3:1][O:2][C:3](=[O:11])[CH:4]([CH:8]([CH3:10])[CH3:9])[C:5]([NH2:7])=[CH2:6].N1C=CC=CC=1.C(Cl)(=O)[C:19]1[CH:24]=[CH:23][C:22]([O:25][CH3:26])=[CH:21][CH:20]=1.O.C1C[O:33][CH2:32]C1.